Binary Classification. Given a drug SMILES string, predict its activity (active/inactive) in a high-throughput screening assay against a specified biological target. From a dataset of KCNQ2 potassium channel screen with 302,405 compounds. (1) The compound is S(=O)(=O)(NCCCN(C)C)c1sc(c(c1C(OC)=O)C)C(OC)=O. The result is 0 (inactive). (2) The compound is S1C(NCC2OCCC2)=NN=C(C1)c1c(F)ccc(F)c1. The result is 0 (inactive).